This data is from NCI-60 drug combinations with 297,098 pairs across 59 cell lines. The task is: Regression. Given two drug SMILES strings and cell line genomic features, predict the synergy score measuring deviation from expected non-interaction effect. (1) Drug 1: CN(C)C1=NC(=NC(=N1)N(C)C)N(C)C. Drug 2: CC1CCC2CC(C(=CC=CC=CC(CC(C(=O)C(C(C(=CC(C(=O)CC(OC(=O)C3CCCCN3C(=O)C(=O)C1(O2)O)C(C)CC4CCC(C(C4)OC)OCCO)C)C)O)OC)C)C)C)OC. Cell line: SR. Synergy scores: CSS=66.3, Synergy_ZIP=16.9, Synergy_Bliss=16.0, Synergy_Loewe=3.52, Synergy_HSA=19.0. (2) Drug 1: CCC1=C2CN3C(=CC4=C(C3=O)COC(=O)C4(CC)O)C2=NC5=C1C=C(C=C5)O. Drug 2: C(CN)CNCCSP(=O)(O)O. Cell line: CAKI-1. Synergy scores: CSS=24.6, Synergy_ZIP=-9.01, Synergy_Bliss=0.292, Synergy_Loewe=-23.9, Synergy_HSA=-1.71. (3) Drug 1: CCCS(=O)(=O)NC1=C(C(=C(C=C1)F)C(=O)C2=CNC3=C2C=C(C=N3)C4=CC=C(C=C4)Cl)F. Drug 2: CN1CCC(CC1)COC2=C(C=C3C(=C2)N=CN=C3NC4=C(C=C(C=C4)Br)F)OC. Cell line: PC-3. Synergy scores: CSS=1.31, Synergy_ZIP=-1.40, Synergy_Bliss=-1.63, Synergy_Loewe=-11.0, Synergy_HSA=-2.96. (4) Drug 1: CC1=C2C(C(=O)C3(C(CC4C(C3C(C(C2(C)C)(CC1OC(=O)C(C(C5=CC=CC=C5)NC(=O)C6=CC=CC=C6)O)O)OC(=O)C7=CC=CC=C7)(CO4)OC(=O)C)O)C)OC(=O)C. Drug 2: C1=CN(C=N1)CC(O)(P(=O)(O)O)P(=O)(O)O. Cell line: A549. Synergy scores: CSS=18.7, Synergy_ZIP=3.49, Synergy_Bliss=7.82, Synergy_Loewe=-0.975, Synergy_HSA=4.61.